From a dataset of TCR-epitope binding with 47,182 pairs between 192 epitopes and 23,139 TCRs. Binary Classification. Given a T-cell receptor sequence (or CDR3 region) and an epitope sequence, predict whether binding occurs between them. The epitope is GTSGSPIVNR. The TCR CDR3 sequence is CASNLGGGEGDQYF. Result: 1 (the TCR binds to the epitope).